Predict the reactants needed to synthesize the given product. From a dataset of Full USPTO retrosynthesis dataset with 1.9M reactions from patents (1976-2016). (1) Given the product [F:35][C:21]([F:20])([F:34])[C@@:22]([C:27]1[S:31][C:30]([S:32][C:2]2[CH:11]=[C:10]3[C:5]([C:6]([C:13]4[CH:18]=[CH:17][C:16]([F:19])=[CH:15][CH:14]=4)=[CH:7][C:8](=[O:12])[O:9]3)=[CH:4][CH:3]=2)=[N:29][CH:28]=1)([OH:33])[CH2:23][C:24]([OH:26])=[O:25], predict the reactants needed to synthesize it. The reactants are: Br[C:2]1[CH:11]=[C:10]2[C:5]([C:6]([C:13]3[CH:18]=[CH:17][C:16]([F:19])=[CH:15][CH:14]=3)=[CH:7][C:8](=[O:12])[O:9]2)=[CH:4][CH:3]=1.[F:20][C:21]([F:35])([F:34])[C@:22]([OH:33])([C:27]1[S:31][C:30]([SH:32])=[N:29][CH:28]=1)[CH2:23][C:24]([OH:26])=[O:25].C(=O)([O-])[O-].[K+].[K+]. (2) Given the product [O:16]1[CH2:17][CH2:18][C@@H:14]([O:13][C:1]([N:41]2[CH2:42][CH2:43][CH:38]([O:37][C:34]3[C:35]([CH3:36])=[C:30]([O:29][C:28]4[CH:44]=[CH:45][C:46]([S:48]([CH3:51])(=[O:49])=[O:50])=[CH:47][C:27]=4[F:26])[N:31]=[CH:32][N:33]=3)[CH2:39][CH2:40]2)=[O:2])[CH2:15]1, predict the reactants needed to synthesize it. The reactants are: [C:1](N1C=CN=C1)(N1C=CN=C1)=[O:2].[OH:13][C@@H:14]1[CH2:18][CH2:17][O:16][CH2:15]1.C(N(CC)CC)C.[F:26][C:27]1[CH:47]=[C:46]([S:48]([CH3:51])(=[O:50])=[O:49])[CH:45]=[CH:44][C:28]=1[O:29][C:30]1[C:35]([CH3:36])=[C:34]([O:37][CH:38]2[CH2:43][CH2:42][NH:41][CH2:40][CH2:39]2)[N:33]=[CH:32][N:31]=1. (3) Given the product [F:8][C:9]1[CH:15]=[CH:14][C:13]([OH:16])=[CH:12][C:10]=1[NH:11][C:3](=[O:4])[C:2]([CH3:7])([CH3:6])[CH3:1], predict the reactants needed to synthesize it. The reactants are: [CH3:1][C:2]([CH3:7])([CH3:6])[C:3](Cl)=[O:4].[F:8][C:9]1[CH:15]=[CH:14][C:13]([OH:16])=[CH:12][C:10]=1[NH2:11]. (4) Given the product [Cl:1][C:2]1[CH:3]=[C:4]([CH:11]=[CH:12][CH:13]=1)[CH2:5][C:6]([CH2:21][CH2:22][Cl:23])([C:7]#[N:8])[C:9]#[N:10], predict the reactants needed to synthesize it. The reactants are: [Cl:1][C:2]1[CH:3]=[C:4]([CH:11]=[CH:12][CH:13]=1)[CH2:5][CH:6]([C:9]#[N:10])[C:7]#[N:8].C(=O)([O-])[O-].[K+].[K+].Br[CH2:21][CH2:22][Cl:23]. (5) Given the product [CH3:31][O:32][C:33]1[CH:29]=[CH:30][C:3]([CH2:2][CH2:1][C:7]([CH2:19][CH2:20][C:21]2[CH:22]=[CH:23][CH:24]=[CH:25][CH:26]=2)([C:8]([O:10][CH3:11])=[O:9])[C:12]([O:14][CH3:15])=[O:13])=[CH:4][CH:5]=1, predict the reactants needed to synthesize it. The reactants are: [C:1]1([CH:7]([C:12]([O:14][CH3:15])=[O:13])[C:8]([O:10][CH3:11])=[O:9])C=[CH:5][CH:4]=[CH:3][CH:2]=1.[H-].[Na+].Br[CH2:19][CH2:20][C:21]1[CH:26]=[CH:25][C:24](OC)=[CH:23][CH:22]=1.[CH2:29]1[CH2:33][O:32][CH2:31][CH2:30]1. (6) Given the product [CH3:1][O:2][C:3]1[CH:4]=[C:5]([CH:29]=[CH:30][CH:31]=1)[CH2:6][N:7]([CH3:28])[C:8](=[O:27])[CH:9]([C:17]1[CH:22]=[C:21]([O:23][CH3:24])[CH:20]=[C:19]([O:25][CH3:26])[CH:18]=1)[S:10]([C:11]1[CH:12]=[CH:13][CH:14]=[CH:15][CH:16]=1)=[O:33], predict the reactants needed to synthesize it. The reactants are: [CH3:1][O:2][C:3]1[CH:4]=[C:5]([CH:29]=[CH:30][CH:31]=1)[CH2:6][N:7]([CH3:28])[C:8](=[O:27])[CH:9]([C:17]1[CH:22]=[C:21]([O:23][CH3:24])[CH:20]=[C:19]([O:25][CH3:26])[CH:18]=1)[S:10][C:11]1[CH:16]=[CH:15][CH:14]=[CH:13][CH:12]=1.I([O-])(=O)(=O)=[O:33].[Na+].CO. (7) Given the product [NH2:19][C:14]1[C:15]([O:17][CH3:18])=[CH:16][C:11]2[CH2:10][N:9]([CH2:22][C:23]([N:25]([CH3:27])[CH3:26])=[O:24])[CH2:8][C:7](=[O:28])[N:6]([CH2:5][C:3](=[O:4])[N:2]([CH3:1])[CH3:29])[C:12]=2[CH:13]=1, predict the reactants needed to synthesize it. The reactants are: [CH3:1][N:2]([CH3:29])[C:3]([CH2:5][N:6]1[C:12]2[CH:13]=[C:14]([N+:19]([O-])=O)[C:15]([O:17][CH3:18])=[CH:16][C:11]=2[CH2:10][N:9]([CH2:22][C:23]([N:25]([CH3:27])[CH3:26])=[O:24])[CH2:8][C:7]1=[O:28])=[O:4]. (8) Given the product [Br:1][C:2]1[CH:7]=[CH:6][C:5]([C:8]2[O:12][N:11]=[C:10]([CH3:13])[C:9]=2[CH2:14][NH:17][CH3:16])=[CH:4][CH:3]=1, predict the reactants needed to synthesize it. The reactants are: [Br:1][C:2]1[CH:7]=[CH:6][C:5]([C:8]2[O:12][N:11]=[C:10]([CH3:13])[C:9]=2[CH:14]=O)=[CH:4][CH:3]=1.[CH3:16][NH2:17]. (9) Given the product [CH3:5][O:6][C:7]1[CH:12]=[CH:11][CH:10]=[CH:9][C:8]=1[CH2:13][CH:14]=[O:15], predict the reactants needed to synthesize it. The reactants are: S(=O)(=O)=O.[CH3:5][O:6][C:7]1[CH:12]=[CH:11][CH:10]=[CH:9][C:8]=1[CH2:13][CH2:14][OH:15].C(N(CC)CC)C.[Cl-].[Na+]. (10) Given the product [CH:45]1([CH2:40][N:15]2[C:20]3[CH:21]=[CH:22][CH:23]=[CH:24][C:19]=3[C:18](=[O:25])[O:17][C:16]2=[O:26])[CH2:43][CH2:44]1, predict the reactants needed to synthesize it. The reactants are: N(C(OC(C)C)=O)=NC(OC(C)C)=O.[NH:15]1[C:20]2[CH:21]=[CH:22][CH:23]=[CH:24][C:19]=2[C:18](=[O:25])[O:17][C:16]1=[O:26].[C:44]1(P([C:40]2[CH:45]=[CH:44][CH:43]=CC=2)[C:44]2[CH:43]=CC=[CH:40][CH:45]=2)[CH:43]=CC=[CH:40][CH:45]=1.C1(CO)CCCC1.